This data is from Reaction yield outcomes from USPTO patents with 853,638 reactions. The task is: Predict the reaction yield, written as a fraction of the theoretical maximum amount of product (1.0 means a 100% yield; for example, 0.34 means a 34% yield). (1) The reactants are [ClH:1].Cl.[NH2:3][CH2:4][C@@:5]1([OH:13])[CH:10]2[CH2:11][CH2:12][N:7]([CH2:8][CH2:9]2)[CH2:6]1.C([O-])([O-])=O.[Cs+].[Cs+].N([C:23]1C=[C:27]([C:29]2C=NC=CC=2)[N:26]=[CH:25][N:24]=1)=C=S.C(N=C=[N:40][CH:41](C)C)(C)C. The catalyst is CN(C)C=O. The product is [Cl:1][C:29]1[N:40]=[CH:41][C:25]([NH:24][C:23]2[O:13][C@@:5]3([CH2:4][N:3]=2)[CH:10]2[CH2:9][CH2:8][N:7]([CH2:12][CH2:11]2)[CH2:6]3)=[N:26][CH:27]=1. The yield is 0.350. (2) The reactants are [Br:1][C:2]1[C:10]2[N:9]=[C:8]([CH3:11])[NH:7][C:6]=2[CH:5]=[C:4]([N:12]2[CH2:17][CH2:16][O:15][CH2:14][CH2:13]2)[CH:3]=1.C(=O)([O-])[O-].[K+].[K+].Br[CH2:25][C:26]1[CH:31]=[CH:30][CH:29]=[C:28]([C:32]([F:35])([F:34])[F:33])[C:27]=1[CH3:36].CCOC(C)=O. The catalyst is CN(C)C=O. The product is [Br:1][C:2]1[C:10]2[N:9]=[C:8]([CH3:11])[N:7]([CH2:25][C:26]3[CH:31]=[CH:30][CH:29]=[C:28]([C:32]([F:33])([F:34])[F:35])[C:27]=3[CH3:36])[C:6]=2[CH:5]=[C:4]([N:12]2[CH2:17][CH2:16][O:15][CH2:14][CH2:13]2)[CH:3]=1. The yield is 0.700.